Dataset: Catalyst prediction with 721,799 reactions and 888 catalyst types from USPTO. Task: Predict which catalyst facilitates the given reaction. (1) Reactant: Cl.[NH2:2][C:3]1[C:11]2[C:6](=[CH:7][CH:8]=[CH:9][CH:10]=2)[CH2:5][N:4]=1.C[O:13][C:14](=O)[CH2:15][C:16](=O)[CH2:17][CH:18]([CH3:20])[CH3:19].C[O-].[Na+]. Product: [CH2:17]([C:16]1[N:2]=[C:3]2[C:11]3[C:6](=[CH:7][CH:8]=[CH:9][CH:10]=3)[CH2:5][N:4]2[C:14](=[O:13])[CH:15]=1)[CH:18]([CH3:20])[CH3:19]. The catalyst class is: 5. (2) Reactant: [CH3:1][O:2][C:3](=[O:21])[CH:4]([C:9]1[C:14]([N+:15]([O-:17])=[O:16])=[CH:13][CH:12]=[CH:11][C:10]=1[N+:18]([O-:20])=[O:19])C(OC)=O.Cl(O)(=O)(=O)=O.C(OCC)(=O)C.CO. Product: [CH3:1][O:2][C:3](=[O:21])[CH2:4][C:9]1[C:14]([N+:15]([O-:17])=[O:16])=[CH:13][CH:12]=[CH:11][C:10]=1[N+:18]([O-:20])=[O:19]. The catalyst class is: 15.